Dataset: Forward reaction prediction with 1.9M reactions from USPTO patents (1976-2016). Task: Predict the product of the given reaction. (1) The product is: [F:27][C:26]([F:29])([F:28])[CH2:25][O:24][C:16]1[CH:15]=[C:14]([C:12]2[CH:11]=[C:10]([C:30]([F:33])([F:32])[F:31])[N:9]=[C:8]([C:6]3[CH:5]=[CH:4][N:3]=[C:2]([C:38]4[CH:37]=[N:36][C:35]([NH2:34])=[CH:40][CH:39]=4)[CH:7]=3)[N:13]=2)[CH:19]=[CH:18][C:17]=1[C:20]([F:23])([F:22])[F:21]. Given the reactants Cl[C:2]1[CH:7]=[C:6]([C:8]2[N:13]=[C:12]([C:14]3[CH:19]=[CH:18][C:17]([C:20]([F:23])([F:22])[F:21])=[C:16]([O:24][CH2:25][C:26]([F:29])([F:28])[F:27])[CH:15]=3)[CH:11]=[C:10]([C:30]([F:33])([F:32])[F:31])[N:9]=2)[CH:5]=[CH:4][N:3]=1.[NH2:34][C:35]1[CH:40]=[CH:39][C:38](B2OC(C)(C)C(C)(C)O2)=[CH:37][N:36]=1, predict the reaction product. (2) Given the reactants [Br:1][C:2]1[C:3]([S:8]([CH:11]2[CH2:15][CH2:14][NH:13][CH2:12]2)(=[O:10])=[O:9])=[N:4][CH:5]=[CH:6][CH:7]=1.[CH2:16](Cl)Cl.C=O.[BH-](OC(C)=O)(OC(C)=O)OC(C)=O.[Na+], predict the reaction product. The product is: [Br:1][C:2]1[C:3]([S:8]([CH:11]2[CH2:15][CH2:14][N:13]([CH3:16])[CH2:12]2)(=[O:9])=[O:10])=[N:4][CH:5]=[CH:6][CH:7]=1.